Dataset: Forward reaction prediction with 1.9M reactions from USPTO patents (1976-2016). Task: Predict the product of the given reaction. Given the reactants [C:1]([O:5][C:6]([N:8]1[C:17]2[C:12](=[N:13][C:14]([O:18][CH3:19])=[CH:15][CH:16]=2)[C@@H:11]([NH:20][C:21]2[N:26]=[C:25]([CH2:27][C:28]3[CH:33]=[C:32]([C:34]([F:37])([F:36])[F:35])[CH:31]=[C:30]([C:38]([F:41])([F:40])[F:39])[CH:29]=3)[C:24]([CH:42]=[CH:43][C:44]([O:46][CH3:47])=[O:45])=[CH:23][N:22]=2)[CH2:10][C@H:9]1[CH2:48][CH3:49])=[O:7])([CH3:4])([CH3:3])[CH3:2], predict the reaction product. The product is: [C:1]([O:5][C:6]([N:8]1[C:17]2[C:12](=[N:13][C:14]([O:18][CH3:19])=[CH:15][CH:16]=2)[C@@H:11]([NH:20][C:21]2[N:26]=[C:25]([CH2:27][C:28]3[CH:33]=[C:32]([C:34]([F:35])([F:37])[F:36])[CH:31]=[C:30]([C:38]([F:40])([F:41])[F:39])[CH:29]=3)[C:24]([CH2:42][CH2:43][C:44]([O:46][CH3:47])=[O:45])=[CH:23][N:22]=2)[CH2:10][C@H:9]1[CH2:48][CH3:49])=[O:7])([CH3:2])([CH3:4])[CH3:3].